This data is from Forward reaction prediction with 1.9M reactions from USPTO patents (1976-2016). The task is: Predict the product of the given reaction. Given the reactants [CH2:1]1[CH:10]2[C:5](=[CH:6][CH2:7][CH2:8][CH2:9]2)[CH2:4][CH2:3][O:2]1.C1C=C(Cl)C=C(C(OO)=[O:19])C=1, predict the reaction product. The product is: [O:19]1[CH:6]2[C:5]31[CH:10]([CH2:9][CH2:8][CH2:7]2)[CH2:1][O:2][CH2:3][CH2:4]3.